Dataset: Retrosynthesis with 50K atom-mapped reactions and 10 reaction types from USPTO. Task: Predict the reactants needed to synthesize the given product. Given the product CC(Oc1ccc(O)cc1)C(=O)OCCSCc1ccccc1, predict the reactants needed to synthesize it. The reactants are: CC(Br)C(=O)OCCSCc1ccccc1.Oc1ccc(O)cc1.